The task is: Predict which catalyst facilitates the given reaction.. This data is from Catalyst prediction with 721,799 reactions and 888 catalyst types from USPTO. (1) Reactant: [N+:1]([C:4]1[CH:5]=[CH:6][C:7]2[O:11][C:10]([CH2:12][OH:13])=[N:9][C:8]=2[CH:14]=1)([O-])=O. Product: [NH2:1][C:4]1[CH:5]=[CH:6][C:7]2[O:11][C:10]([CH2:12][OH:13])=[N:9][C:8]=2[CH:14]=1. The catalyst class is: 19. (2) Reactant: [Cl:1][C:2]1[CH:3]=[C:4]2[C:9](=[CH:10][C:11]=1[C:12]([OH:14])=O)[N:8]=[CH:7][N:6]=[C:5]2[NH:15][CH:16]([C:18]1[NH:22][C:21]2[CH:23]=[CH:24][C:25]([Cl:27])=[CH:26][C:20]=2[N:19]=1)[CH3:17].FC1C(OC(N(C)C)=[N+](C)C)=C(F)C(F)=C(F)C=1F.F[P-](F)(F)(F)(F)F.C(N(C(C)C)CC)(C)C.C(OC([NH:70][CH2:71][CH2:72][CH2:73][NH:74][CH2:75][CH3:76])=O)(C)(C)C.FC(F)(F)C(O)=O. Product: [Cl:1][C:2]1[CH:3]=[C:4]2[C:9](=[CH:10][C:11]=1[C:12]([N:74]([CH2:73][CH2:72][CH2:71][NH2:70])[CH2:75][CH3:76])=[O:14])[N:8]=[CH:7][N:6]=[C:5]2[NH:15][CH:16]([C:18]1[NH:22][C:21]2[CH:23]=[CH:24][C:25]([Cl:27])=[CH:26][C:20]=2[N:19]=1)[CH3:17]. The catalyst class is: 16.